This data is from Reaction yield outcomes from USPTO patents with 853,638 reactions. The task is: Predict the reaction yield, written as a fraction of the theoretical maximum amount of product (1.0 means a 100% yield; for example, 0.34 means a 34% yield). (1) The reactants are [F:1][C:2]1[CH:3]=[C:4]([N:9]2[C:14](=[O:15])[C:13]([OH:16])=[C:12]([C:17]3[CH:22]=[CH:21][C:20]([S:23]([CH3:26])(=[O:25])=[O:24])=[CH:19][CH:18]=3)[CH:11]=[N:10]2)[CH:5]=[CH:6][C:7]=1[F:8].C1C=CC(P(C2C=CC=CC=2)C2C=CC=CC=2)=CC=1.[CH3:46][C:47]([CH2:49]O)=[O:48].CC(OC(/N=N/C(OC(C)C)=O)=O)C. The catalyst is C1COCC1. The product is [F:1][C:2]1[CH:3]=[C:4]([N:9]2[C:14](=[O:15])[C:13]([O:16][CH2:46][C:47](=[O:48])[CH3:49])=[C:12]([C:17]3[CH:22]=[CH:21][C:20]([S:23]([CH3:26])(=[O:25])=[O:24])=[CH:19][CH:18]=3)[CH:11]=[N:10]2)[CH:5]=[CH:6][C:7]=1[F:8]. The yield is 0.480. (2) The reactants are [NH2:1][C:2]1[CH:3]=[C:4]2[C:8](=[CH:9][C:10]=1[F:11])[C:7](=[O:12])[CH:6]([CH2:13][CH2:14][CH2:15][CH3:16])[CH2:5]2.C[O-:18].[Na+].[CH:20]([C:22]([CH3:24])=O)=[CH2:21]. The catalyst is C(O)C.C(Cl)Cl. The product is [NH2:1][C:2]1[CH:3]=[C:4]2[C:8](=[CH:9][C:10]=1[F:11])[C:7](=[O:12])[C:6]([CH2:21][CH2:20][CH2:22][CH3:24])([CH2:13][CH2:14][C:15](=[O:18])[CH3:16])[CH2:5]2. The yield is 0.460.